This data is from Aqueous solubility values for 9,982 compounds from the AqSolDB database. The task is: Regression/Classification. Given a drug SMILES string, predict its absorption, distribution, metabolism, or excretion properties. Task type varies by dataset: regression for continuous measurements (e.g., permeability, clearance, half-life) or binary classification for categorical outcomes (e.g., BBB penetration, CYP inhibition). For this dataset (solubility_aqsoldb), we predict Y. The compound is O=C(O)c1cc(I)cc(I)c1O. The Y is -3.31 log mol/L.